Dataset: Experimentally validated miRNA-target interactions with 360,000+ pairs, plus equal number of negative samples. Task: Binary Classification. Given a miRNA mature sequence and a target amino acid sequence, predict their likelihood of interaction. The miRNA is hsa-miR-4651 with sequence CGGGGUGGGUGAGGUCGGGC. The protein sequence of the target gene is MSTSSLRRQMKNIVHNYSEAEIKVREATSNDPWGPSSSLMSEIADLTYNVVAFSEIMSMIWKRLNDHGKNWRHVYKAMTLMEYLIKTGSERVSQQCKENMYAVQTLKDFQYVDRDGKDQGVNVREKAKQLVALLRDEDRLREERAHALKTKEKLAQTATASSAAVGSGPPPEAEQAWPQSSGEEELQLQLALAMSKEEADQPPSCGPEDDAQLQLALSLSREEHDKEERIRRGDDLRLQMAIEESKRETGGKEESSLMDLADVFTAPAPAPTTDPWGGPAPMAAAVPTAAPTSDPWGGPP.... Result: 1 (interaction).